Dataset: Reaction yield outcomes from USPTO patents with 853,638 reactions. Task: Predict the reaction yield, written as a fraction of the theoretical maximum amount of product (1.0 means a 100% yield; for example, 0.34 means a 34% yield). The reactants are [NH2:1][CH:2]([C:4]1([CH2:8][NH2:9])[CH2:7][CH2:6][CH2:5]1)C.CO.C(N(CC)CC)C.C[O:20][C:21](=O)[C@H:22]([CH2:24][C:25]1[CH:30]=[CH:29][CH:28]=[CH:27][CH:26]=1)[NH2:23]. The catalyst is N. The product is [NH2:23][CH:22]([CH2:24][C:25]1[CH:30]=[CH:29][CH:28]=[CH:27][CH:26]=1)[C:21]([NH:9][CH2:8][C:4]1([CH2:2][NH2:1])[CH2:5][CH2:6][CH2:7]1)=[O:20]. The yield is 0.386.